From a dataset of NCI-60 drug combinations with 297,098 pairs across 59 cell lines. Regression. Given two drug SMILES strings and cell line genomic features, predict the synergy score measuring deviation from expected non-interaction effect. (1) Drug 1: C1CCN(CC1)CCOC2=CC=C(C=C2)C(=O)C3=C(SC4=C3C=CC(=C4)O)C5=CC=C(C=C5)O. Drug 2: C1C(C(OC1N2C=NC(=NC2=O)N)CO)O. Cell line: HCT-15. Synergy scores: CSS=8.13, Synergy_ZIP=0.926, Synergy_Bliss=-3.22, Synergy_Loewe=-9.48, Synergy_HSA=-5.50. (2) Drug 1: C1=CC(=CC=C1CCCC(=O)O)N(CCCl)CCCl. Drug 2: C1=NC2=C(N=C(N=C2N1C3C(C(C(O3)CO)O)F)Cl)N. Cell line: EKVX. Synergy scores: CSS=5.15, Synergy_ZIP=-0.614, Synergy_Bliss=-4.68, Synergy_Loewe=-36.3, Synergy_HSA=-5.11. (3) Drug 1: C1CN1C2=NC(=NC(=N2)N3CC3)N4CC4. Drug 2: CC1C(C(CC(O1)OC2CC(CC3=C2C(=C4C(=C3O)C(=O)C5=C(C4=O)C(=CC=C5)OC)O)(C(=O)C)O)N)O.Cl. Cell line: COLO 205. Synergy scores: CSS=68.7, Synergy_ZIP=3.39, Synergy_Bliss=5.78, Synergy_Loewe=6.12, Synergy_HSA=8.76.